Dataset: TCR-epitope binding with 47,182 pairs between 192 epitopes and 23,139 TCRs. Task: Binary Classification. Given a T-cell receptor sequence (or CDR3 region) and an epitope sequence, predict whether binding occurs between them. The epitope is AYILFTRFFYV. The TCR CDR3 sequence is CASSLSGGGTDTQYF. Result: 0 (the TCR does not bind to the epitope).